Dataset: Forward reaction prediction with 1.9M reactions from USPTO patents (1976-2016). Task: Predict the product of the given reaction. (1) Given the reactants Cl[C:2]([O:4][CH2:5][CH3:6])=[O:3].[NH2:7][C:8]1[CH:13]=[CH:12][C:11]([N:14]2[CH:18]=[CH:17][CH:16]=[CH:15]2)=[CH:10][CH:9]=1, predict the reaction product. The product is: [CH2:5]([O:4][C:2]([NH:7][C:8]1[CH:9]=[CH:10][C:11]([N:14]2[CH:18]=[CH:17][CH:16]=[CH:15]2)=[CH:12][CH:13]=1)=[O:3])[CH3:6]. (2) The product is: [Cl:21][C:22]1[N:27]=[C:26]([NH:17][C:5]2[CH:6]=[CH:7][C:8]([N:10]3[CH2:15][CH2:14][N:13]([CH3:16])[CH2:12][CH2:11]3)=[CH:9][C:4]=2[C:3]([NH:2][CH3:1])=[O:20])[C:25]([Cl:29])=[CH:24][N:23]=1. Given the reactants [CH3:1][NH:2][C:3](=[O:20])[C:4]1[CH:9]=[C:8]([N:10]2[CH2:15][CH2:14][N:13]([CH3:16])[CH2:12][CH2:11]2)[CH:7]=[CH:6][C:5]=1[N+:17]([O-])=O.[Cl:21][C:22]1[N:27]=[C:26](Cl)[C:25]([Cl:29])=[CH:24][N:23]=1.C(N(C(C)C)CC)(C)C.C(N(CC)CC)C, predict the reaction product. (3) Given the reactants [CH:1]1([CH2:4][NH2:5])[CH2:3][CH2:2]1.C(N(CC)CC)C.[F:13][C:14]1[CH:19]=[C:18]([S:20][C:21]([F:24])([F:23])[F:22])[CH:17]=[CH:16][C:15]=1[N:25]([CH3:29])[C:26](Cl)=[O:27], predict the reaction product. The product is: [CH:1]1([CH2:4][NH:5][C:26](=[O:27])[N:25]([C:15]2[CH:16]=[CH:17][C:18]([S:20][C:21]([F:22])([F:23])[F:24])=[CH:19][C:14]=2[F:13])[CH3:29])[CH2:3][CH2:2]1.